The task is: Regression. Given two drug SMILES strings and cell line genomic features, predict the synergy score measuring deviation from expected non-interaction effect.. This data is from NCI-60 drug combinations with 297,098 pairs across 59 cell lines. Drug 1: C1=CC=C(C=C1)NC(=O)CCCCCCC(=O)NO. Drug 2: C1C(C(OC1N2C=NC3=C2NC=NCC3O)CO)O. Cell line: SF-539. Synergy scores: CSS=11.0, Synergy_ZIP=0.270, Synergy_Bliss=4.23, Synergy_Loewe=-5.94, Synergy_HSA=0.452.